This data is from Full USPTO retrosynthesis dataset with 1.9M reactions from patents (1976-2016). The task is: Predict the reactants needed to synthesize the given product. (1) Given the product [CH3:1][O:2][C:3](/[C:4](=[CH:29]/[C:30]1[CH:35]=[CH:34][CH:33]=[CH:32][CH:31]=1)/[CH2:5][C:6]([OH:8])=[O:7])=[O:28], predict the reactants needed to synthesize it. The reactants are: [CH3:1][O:2][C:3](=[O:28])[C:4](=P(C1C=CC=CC=1)(C1C=CC=CC=1)C1C=CC=CC=1)[CH2:5][C:6]([OH:8])=[O:7].[CH:29](=O)[C:30]1[CH:35]=[CH:34][CH:33]=[CH:32][CH:31]=1.C(=O)(O)[O-].[K+]. (2) Given the product [F:42][CH:40]([F:41])[C:32]1[N:31]([C:21]2[N:22]=[C:23]([N:25]3[CH2:26][CH2:27][O:28][CH2:29][CH2:30]3)[N:24]=[C:19]([NH:1][C:2]3[N:3]=[N:4][CH:5]=[CH:6][CH:7]=3)[N:20]=2)[C:35]2[CH:36]=[CH:37][CH:38]=[CH:39][C:34]=2[N:33]=1, predict the reactants needed to synthesize it. The reactants are: [NH2:1][C:2]1[N:3]=[N:4][CH:5]=[CH:6][CH:7]=1.C[Si]([N-][Si](C)(C)C)(C)C.[Na+].Cl[C:19]1[N:24]=[C:23]([N:25]2[CH2:30][CH2:29][O:28][CH2:27][CH2:26]2)[N:22]=[C:21]([N:31]2[C:35]3[CH:36]=[CH:37][CH:38]=[CH:39][C:34]=3[N:33]=[C:32]2[CH:40]([F:42])[F:41])[N:20]=1.